From a dataset of Forward reaction prediction with 1.9M reactions from USPTO patents (1976-2016). Predict the product of the given reaction. Given the reactants [Si]([O:8][CH2:9][CH2:10][NH:11][C@H:12]1[CH2:16][CH2:15][N:14]([C:17]2[CH:26]=[CH:25][C:24]3[C:23]([C:27]([NH:29][CH2:30][C:31]4([OH:38])[CH2:37][CH2:36][CH2:35][CH2:34][CH2:33][CH2:32]4)=[O:28])=[C:22]([Cl:39])[CH:21]=[CH:20][C:19]=3[N:18]=2)[CH2:13]1)(C(C)(C)C)(C)C.Cl, predict the reaction product. The product is: [Cl:39][C:22]1[CH:21]=[CH:20][C:19]2[N:18]=[C:17]([N:14]3[CH2:15][CH2:16][C@H:12]([NH:11][CH2:10][CH2:9][OH:8])[CH2:13]3)[CH:26]=[CH:25][C:24]=2[C:23]=1[C:27]([NH:29][CH2:30][C:31]1([OH:38])[CH2:37][CH2:36][CH2:35][CH2:34][CH2:33][CH2:32]1)=[O:28].